This data is from Peptide-MHC class II binding affinity with 134,281 pairs from IEDB. The task is: Regression. Given a peptide amino acid sequence and an MHC pseudo amino acid sequence, predict their binding affinity value. This is MHC class II binding data. (1) The peptide sequence is KLLPVPPTVTIFKIS. The MHC is HLA-DQA10301-DQB10302 with pseudo-sequence HLA-DQA10301-DQB10302. The binding affinity (normalized) is 0.189. (2) The peptide sequence is VKPLYIITPTNVSHI. The MHC is DRB1_1001 with pseudo-sequence DRB1_1001. The binding affinity (normalized) is 0.656. (3) The peptide sequence is SSMHLIVQNAYKQMI. The MHC is DRB1_0401 with pseudo-sequence DRB1_0401. The binding affinity (normalized) is 0.592. (4) The peptide sequence is AFKVAATAANAAIAN. The MHC is HLA-DPA10103-DPB10301 with pseudo-sequence HLA-DPA10103-DPB10301. The binding affinity (normalized) is 0.660. (5) The peptide sequence is LVSKLYEVVPGILTE. The MHC is DRB1_1602 with pseudo-sequence DRB1_1602. The binding affinity (normalized) is 0.999.